Dataset: Full USPTO retrosynthesis dataset with 1.9M reactions from patents (1976-2016). Task: Predict the reactants needed to synthesize the given product. (1) The reactants are: Cl.Cl.[NH2:3][C:4]1[CH:5]=[CH:6][C:7]([N:11]2[CH2:16][CH2:15][CH2:14][C@@H:13]([C:17]([N:19]3[CH2:24][CH2:23][O:22][CH2:21][CH2:20]3)=[O:18])[CH2:12]2)=[N:8][C:9]=1[NH2:10].Cl.Cl.NC1C=[CH:30][C:31]([N:35]2[CH2:40][CH2:39][CH2:38][C@@H:37]([C:41](N3CCCC3)=O)[CH2:36]2)=[N:32]C=1N.NC1N=C(N2CCC[C@@H](C(N3CCOCC3)=O)C2)C=CC=1[N+]([O-])=O.C1(C2C=CN=C(C(=N)OCC)N=2)CC1. Given the product [CH:37]1([C:38]2[CH:39]=[CH:40][N:35]=[C:31]([C:30]3[NH:10][C:9]4=[N:8][C:7]([N:11]5[CH2:16][CH2:15][CH2:14][C@@H:13]([C:17]([N:19]6[CH2:20][CH2:21][O:22][CH2:23][CH2:24]6)=[O:18])[CH2:12]5)=[CH:6][CH:5]=[C:4]4[N:3]=3)[N:32]=2)[CH2:36][CH2:41]1, predict the reactants needed to synthesize it. (2) Given the product [CH2:26]([O:28][C:29](=[O:46])[CH2:30][C:31]1[CH:36]=[CH:35][C:34]([C:20]2[CH:21]=[CH:22][C:17]([C:16]3[O:15][N:14]=[C:13]([CH3:24])[C:12]=3[NH:11][C:10]([O:9][C@H:7]([C:1]3[CH:6]=[CH:5][CH:4]=[CH:3][CH:2]=3)[CH3:8])=[O:25])=[CH:18][CH:19]=2)=[CH:33][CH:32]=1)[CH3:27], predict the reactants needed to synthesize it. The reactants are: [C:1]1([C@@H:7]([O:9][C:10](=[O:25])[NH:11][C:12]2[C:13]([CH3:24])=[N:14][O:15][C:16]=2[C:17]2[CH:22]=[CH:21][C:20](Br)=[CH:19][CH:18]=2)[CH3:8])[CH:6]=[CH:5][CH:4]=[CH:3][CH:2]=1.[CH2:26]([O:28][C:29](=[O:46])[CH2:30][C:31]1[CH:36]=[CH:35][C:34](B2OC(C)(C)C(C)(C)O2)=[CH:33][CH:32]=1)[CH3:27]. (3) Given the product [OH:4][C:5]1[CH:6]=[CH:7][C:8]([CH2:11][CH2:12][CH:13]([NH:15][C:16](=[O:18])[CH3:17])[CH3:14])=[CH:9][CH:10]=1, predict the reactants needed to synthesize it. The reactants are: C([O:4][C:5]1[CH:10]=[CH:9][C:8]([CH2:11][CH2:12][CH:13]([NH:15][C:16](=[O:18])[CH3:17])[CH3:14])=[CH:7][CH:6]=1)(=O)C.C[O-].[Na+].Cl. (4) Given the product [Br:1][C:2]1[CH:11]=[C:10]2[C:5]([C:6]([NH:12][C:13]3[CH:24]=[CH:23][C:22]([F:25])=[CH:21][C:14]=3[O:15][C@H:16]([CH3:20])[C:17]([NH:39][CH2:38][C:37]([F:41])([F:40])[F:36])=[O:18])=[N:7][CH:8]=[N:9]2)=[C:4]([F:26])[CH:3]=1, predict the reactants needed to synthesize it. The reactants are: [Br:1][C:2]1[CH:11]=[C:10]2[C:5]([C:6]([NH:12][C:13]3[CH:24]=[CH:23][C:22]([F:25])=[CH:21][C:14]=3[O:15][C@H:16]([CH3:20])[C:17](O)=[O:18])=[N:7][CH:8]=[N:9]2)=[C:4]([F:26])[CH:3]=1.CCN(C(C)C)C(C)C.[F:36][C:37]([F:41])([F:40])[CH2:38][NH2:39].CN(C(ON1N=NC2C=CC=NC1=2)=[N+](C)C)C.F[P-](F)(F)(F)(F)F. (5) Given the product [CH:1]([NH:5][C:6](=[O:11])[CH:7]([CH3:9])[CH3:8])([CH3:3])[CH3:2], predict the reactants needed to synthesize it. The reactants are: [C:1]([NH:5][C:6](=[O:11])[C:7](C)([CH3:9])[CH3:8])(C)([CH3:3])[CH3:2].C(N)(C)C.C(N(CC)CC)C.C(Cl)(=O)C(C)C. (6) Given the product [Br:15][C:9]1[C:10]([CH:12]([CH3:14])[CH3:13])=[CH:11][C:3]([O:2][CH3:1])=[C:4]([CH:8]=1)[C:5]([OH:7])=[O:6], predict the reactants needed to synthesize it. The reactants are: [CH3:1][O:2][C:3]1[CH:11]=[C:10]([CH:12]([CH3:14])[CH3:13])[CH:9]=[CH:8][C:4]=1[C:5]([OH:7])=[O:6].[Br:15]Br.